Predict the reactants needed to synthesize the given product. From a dataset of Full USPTO retrosynthesis dataset with 1.9M reactions from patents (1976-2016). (1) Given the product [O:7]([C:14]1[CH:15]=[C:16]([NH:17][C:2]2[S:3][CH:4]=[CH:5][N:6]=2)[CH:18]=[CH:19][CH:20]=1)[C:8]1[CH:9]=[CH:10][CH:11]=[CH:12][CH:13]=1, predict the reactants needed to synthesize it. The reactants are: Br[C:2]1[S:3][CH:4]=[CH:5][N:6]=1.[O:7]([C:14]1[CH:15]=[C:16]([CH:18]=[CH:19][CH:20]=1)[NH2:17])[C:8]1[CH:13]=[CH:12][CH:11]=[CH:10][CH:9]=1.Cl. (2) Given the product [CH3:1][O:2][C:3]1[CH:4]=[C:5]([CH:11]2[CH2:12][CH2:13][N:14]([C:17]3[C:18]([CH3:38])=[C:19]([CH3:37])[C:20]4[O:24][C:23]([CH3:26])([CH3:25])[CH:22]([C:28]5[CH:33]=[CH:32][C:31]([CH3:34])=[CH:30][CH:29]=5)[C:21]=4[C:35]=3[CH3:36])[CH2:15][CH2:16]2)[CH:6]=[CH:7][C:8]=1[O:9][CH3:10], predict the reactants needed to synthesize it. The reactants are: [CH3:1][O:2][C:3]1[CH:4]=[C:5]([CH:11]2[CH2:16][CH2:15][N:14]([C:17]3[C:18]([CH3:38])=[C:19]([CH3:37])[C:20]4[O:24][C:23]([CH3:26])([CH3:25])[C:22]([C:28]5[CH:33]=[CH:32][C:31]([CH3:34])=[CH:30][CH:29]=5)(O)[C:21]=4[C:35]=3[CH3:36])[CH2:13][CH2:12]2)[CH:6]=[CH:7][C:8]=1[O:9][CH3:10].